This data is from Peptide-MHC class I binding affinity with 185,985 pairs from IEDB/IMGT. The task is: Regression. Given a peptide amino acid sequence and an MHC pseudo amino acid sequence, predict their binding affinity value. This is MHC class I binding data. (1) The peptide sequence is REPTDLKQF. The MHC is HLA-B44:03 with pseudo-sequence HLA-B44:03. The binding affinity (normalized) is 0.164. (2) The peptide sequence is KTGESSRSY. The MHC is HLA-A29:02 with pseudo-sequence HLA-A29:02. The binding affinity (normalized) is 0.101. (3) The peptide sequence is SANMDWRSLT. The MHC is HLA-A02:03 with pseudo-sequence HLA-A02:03. The binding affinity (normalized) is 0.138. (4) The peptide sequence is FQLYSDLAH. The MHC is HLA-A01:01 with pseudo-sequence HLA-A01:01. The binding affinity (normalized) is 0.0847.